Dataset: Rat liver microsome stability data. Task: Regression/Classification. Given a drug SMILES string, predict its absorption, distribution, metabolism, or excretion properties. Task type varies by dataset: regression for continuous measurements (e.g., permeability, clearance, half-life) or binary classification for categorical outcomes (e.g., BBB penetration, CYP inhibition). Dataset: rlm. (1) The compound is CC(C)Oc1ccc(CCNC(=O)c2cc3sccc3n2Cc2ccccc2)cc1OC(C)C. The result is 1 (stable in rat liver microsomes). (2) The compound is COc1cccc(CNc2ccc(S(=O)(=O)Nc3ncccn3)cc2)c1O. The result is 0 (unstable in rat liver microsomes). (3) The molecule is CCCCOc1ccc(C2c3c(oc4ccc(C)cc4c3=O)C(=O)N2CCCN(C)C)cc1OCC. The result is 1 (stable in rat liver microsomes). (4) The compound is O=C(NCCCNc1nc(Nc2cccc(CN3CCOCC3)c2)ncc1C1CC1)C1CCC1. The result is 1 (stable in rat liver microsomes). (5) The drug is Cc1ccccc1N(C)C1CN(S(=O)(=O)c2cccc(C(F)(F)F)c2)C1. The result is 1 (stable in rat liver microsomes). (6) The result is 0 (unstable in rat liver microsomes). The molecule is Cn1ncnc1C1c2nnc(O)c3cc(F)cc(c23)NC1c1ccc(F)cc1. (7) The molecule is N#CC(=C(O)c1cc(O)c(O)c([N+](=O)[O-])c1)c1cnc(C(=O)O)cn1. The result is 0 (unstable in rat liver microsomes). (8) The molecule is CC(C)n1nc(C(O)c2cccc(Cl)c2Cl)c2c(N)ncnc21. The result is 1 (stable in rat liver microsomes). (9) The molecule is O=C1NCC2(CCCNC2)c2[nH]c(-c3ccnc(-c4ccc5c(c4)OCO5)n3)cc21. The result is 0 (unstable in rat liver microsomes). (10) The drug is CC(C)(C)C[C@@H]1N[C@@H](C(=O)N[C@H]2C[C@@H](O)C2)[C@H](c2cccc(Cl)c2F)[C@]12C(=O)Nc1cc(Cl)ccc12. The result is 1 (stable in rat liver microsomes).